From a dataset of Peptide-MHC class I binding affinity with 185,985 pairs from IEDB/IMGT. Regression. Given a peptide amino acid sequence and an MHC pseudo amino acid sequence, predict their binding affinity value. This is MHC class I binding data. (1) The peptide sequence is DMYDQQLSV. The MHC is HLA-A03:01 with pseudo-sequence HLA-A03:01. The binding affinity (normalized) is 0.0847. (2) The peptide sequence is STTGEWPLI. The MHC is Mamu-A01 with pseudo-sequence Mamu-A01. The binding affinity (normalized) is 0.522.